From a dataset of Retrosynthesis with 50K atom-mapped reactions and 10 reaction types from USPTO. Predict the reactants needed to synthesize the given product. (1) Given the product Cc1cccc(Nc2ncnc3[nH]ccc23)c1, predict the reactants needed to synthesize it. The reactants are: Cc1cccc(N)c1.Clc1ncnc2[nH]ccc12. (2) Given the product Cc1ccc(C(=O)N2CCOC3(CCN(CCc4cccc(C=O)c4)CC3)C2)s1, predict the reactants needed to synthesize it. The reactants are: CCOC(OCC)c1cccc(CCN2CCC3(CC2)CN(C(=O)c2ccc(C)s2)CCO3)c1. (3) The reactants are: O=Cc1csc2ccccc12.c1ccc(N2CCNCC2)nc1. Given the product c1ccc(N2CCN(Cc3csc4ccccc34)CC2)nc1, predict the reactants needed to synthesize it. (4) The reactants are: CCOC(=O)c1cc2c(n1CCN)CC(F)(F)CC2. Given the product O=C1NCCn2c1cc1c2CC(F)(F)CC1, predict the reactants needed to synthesize it. (5) Given the product CC(C)(C)NS(=O)(=O)c1cccc(B2OC(C)(C)C(C)(C)O2)c1, predict the reactants needed to synthesize it. The reactants are: CC(C)(C)NS(=O)(=O)c1cccc(Br)c1.CC1(C)OB(B2OC(C)(C)C(C)(C)O2)OC1(C)C. (6) Given the product CC1CCN(c2nc(C(F)(F)F)ccc2CNC(=O)C(C)c2ccc(F)c(C#N)c2)CC1, predict the reactants needed to synthesize it. The reactants are: CC(C(=O)O)c1ccc(F)c(C#N)c1.CC1CCN(c2nc(C(F)(F)F)ccc2CN)CC1. (7) Given the product COC(=O)c1cc(NC(=O)OC(C)(C)C)cc(C(C)(C)C#N)c1, predict the reactants needed to synthesize it. The reactants are: CC(C)(C)OC(=O)OC(=O)OC(C)(C)C.COC(=O)c1cc(N)cc(C(C)(C)C#N)c1. (8) Given the product COc1ccc(OCC2CC2)c(-c2ccnc3c(C(=O)N[C@H]4CC[C@@H](NC(=O)OC(C)(C)C)CC4)c(C)n(COCC[Si](C)(C)C)c23)c1, predict the reactants needed to synthesize it. The reactants are: CC(C)(C)OC(=O)N[C@H]1CC[C@@H](N)CC1.COc1ccc(OCC2CC2)c(-c2ccnc3c(C(=O)O)c(C)n(COCC[Si](C)(C)C)c23)c1. (9) Given the product CN1CCN(Cc2ccc(NC(=O)/C=C/c3ccc(-c4ccc(Cl)cc4)cc3)cc2)CC1, predict the reactants needed to synthesize it. The reactants are: CN1CCN(Cc2ccc(N)cc2)CC1.O=C(O)/C=C/c1ccc(-c2ccc(Cl)cc2)cc1.